From a dataset of Full USPTO retrosynthesis dataset with 1.9M reactions from patents (1976-2016). Predict the reactants needed to synthesize the given product. (1) Given the product [C:25]([N:22]1[CH2:23][CH2:24][N:19]([C:16]2[CH:17]=[CH:18][C:13]([NH:12][C:7]3[N:6]=[C:5]([O:4][C:3]4[CH:30]=[CH:31][CH:32]=[CH:33][C:2]=4[NH:1][C:43](=[O:46])[CH:44]=[CH2:45])[C:10]([Cl:11])=[CH:9][N:8]=3)=[C:14]([O:28][CH3:29])[CH:15]=2)[CH2:20][CH2:21]1)(=[O:27])[CH3:26], predict the reactants needed to synthesize it. The reactants are: [NH2:1][C:2]1[CH:33]=[CH:32][CH:31]=[CH:30][C:3]=1[O:4][C:5]1[C:10]([Cl:11])=[CH:9][N:8]=[C:7]([NH:12][C:13]2[CH:18]=[CH:17][C:16]([N:19]3[CH2:24][CH2:23][N:22]([C:25](=[O:27])[CH3:26])[CH2:21][CH2:20]3)=[CH:15][C:14]=2[O:28][CH3:29])[N:6]=1.CCN(C(C)C)C(C)C.[C:43](Cl)(=[O:46])[CH:44]=[CH2:45].CO. (2) Given the product [O:43]1[C:44]2[CH:45]=[CH:46][C:38]([CH2:37][NH:47][C:3]([C:5]3[N:14]4[C:8]([CH2:9][N:10]([C:19]([C:21]5[CH:26]=[CH:25][C:24]([C:27]6[CH:32]=[CH:31][CH:30]=[CH:29][C:28]=6[CH3:33])=[C:23]([CH3:34])[CH:22]=5)=[O:20])[C:11]5[CH:18]=[CH:17][CH:16]=[CH:15][C:12]=5[CH2:13]4)=[CH:7][CH:6]=3)=[O:4])=[CH:39][C:40]=2[O:41][CH2:42]1, predict the reactants needed to synthesize it. The reactants are: ClC(Cl)(Cl)[C:3]([C:5]1[N:14]2[C:8]([CH2:9][N:10]([C:19]([C:21]3[CH:26]=[CH:25][C:24]([C:27]4[CH:32]=[CH:31][CH:30]=[CH:29][C:28]=4[CH3:33])=[C:23]([CH3:34])[CH:22]=3)=[O:20])[C:11]3[CH:18]=[CH:17][CH:16]=[CH:15][C:12]=3[CH2:13]2)=[CH:7][CH:6]=1)=[O:4].[CH2:37]([NH2:47])[C:38]1[CH:46]=[CH:45][C:44]2[O:43][CH2:42][O:41][C:40]=2[CH:39]=1. (3) Given the product [OH:6][C@H:5]([CH2:4][OH:3])[CH2:7][O:8][NH:9][C:10](=[O:29])[C:11]1[CH:16]=[CH:15][C:14]([F:17])=[C:13]([F:18])[C:12]=1[NH:19][C:20]1[CH:25]=[CH:24][C:23]([CH2:26][CH3:27])=[CH:22][C:21]=1[F:28], predict the reactants needed to synthesize it. The reactants are: CC1(C)[O:6][C@@H:5]([CH2:7][O:8][NH:9][C:10](=[O:29])[C:11]2[CH:16]=[CH:15][C:14]([F:17])=[C:13]([F:18])[C:12]=2[NH:19][C:20]2[CH:25]=[CH:24][C:23]([CH2:26][CH3:27])=[CH:22][C:21]=2[F:28])[CH2:4][O:3]1.C1(C)C=CC(S(O)(=O)=O)=CC=1. (4) Given the product [F:20][C:17]1[CH:18]=[CH:19][C:14]([CH2:13][N:8]2[CH2:7][CH2:6][C:5]3[C:10](=[CH:11][C:2]([C:38]4[C:39]([N:41]([CH3:46])[S:42]([CH3:45])(=[O:44])=[O:43])=[CH:40][C:30]5[O:29][C:28]([C:25]6[CH:26]=[CH:27][C:22]([F:21])=[CH:23][CH:24]=6)=[C:32]([C:33]([NH:35][CH3:36])=[O:34])[C:31]=5[CH:37]=4)=[CH:3][CH:4]=3)[C:9]2=[O:12])=[CH:15][CH:16]=1, predict the reactants needed to synthesize it. The reactants are: Br[C:2]1[CH:11]=[C:10]2[C:5]([CH2:6][CH2:7][N:8]([CH2:13][C:14]3[CH:19]=[CH:18][C:17]([F:20])=[CH:16][CH:15]=3)[C:9]2=[O:12])=[CH:4][CH:3]=1.[F:21][C:22]1[CH:27]=[CH:26][C:25]([C:28]2[O:29][C:30]3[CH:40]=[C:39]([N:41]([CH3:46])[S:42]([CH3:45])(=[O:44])=[O:43])[C:38](B4OC(C)(C)C(C)(C)O4)=[CH:37][C:31]=3[C:32]=2[C:33]([NH:35][CH3:36])=[O:34])=[CH:24][CH:23]=1.C([O-])([O-])=O.[Cs+].[Cs+]. (5) Given the product [Br:12][C:5]1[C:6]([C:8]([F:9])([F:11])[F:10])=[CH:7][C:2]([NH2:1])=[N:3][CH:4]=1, predict the reactants needed to synthesize it. The reactants are: [NH2:1][C:2]1[CH:7]=[C:6]([C:8]([F:11])([F:10])[F:9])[CH:5]=[CH:4][N:3]=1.[Br:12]N1C(=O)CCC1=O.C(Cl)Cl.[OH-].[Na+].